Dataset: Catalyst prediction with 721,799 reactions and 888 catalyst types from USPTO. Task: Predict which catalyst facilitates the given reaction. (1) Reactant: [CH3:1][C:2]1[CH:7]=[C:6]([C:8](=[O:16])[CH2:9][C:10]2[CH:15]=[CH:14][CH:13]=[CH:12][CH:11]=2)[CH:5]=[CH:4][N:3]=1.[H-].[Na+].[CH3:19]I. Product: [CH3:1][C:2]1[CH:7]=[C:6]([C:8](=[O:16])[CH:9]([C:10]2[CH:11]=[CH:12][CH:13]=[CH:14][CH:15]=2)[CH3:19])[CH:5]=[CH:4][N:3]=1. The catalyst class is: 3. (2) Reactant: [S:1]1[C:5]2[CH:6]=[CH:7][CH:8]=[CH:9][C:4]=2[N:3]=[C:2]1[C:10]1[C:11](=[O:26])[O:12][C:13]2[C:18]([CH:19]=1)=[CH:17][CH:16]=[C:15]([N:20]1[CH2:25][CH2:24][NH:23][CH2:22][CH2:21]1)[CH:14]=2.[C:27](=O)([O-])[O-].[Cs+].[Cs+]. Product: [S:1]1[C:5]2[CH:6]=[CH:7][CH:8]=[CH:9][C:4]=2[N:3]=[C:2]1[C:10]1[C:11](=[O:26])[O:12][C:13]2[C:18]([CH:19]=1)=[CH:17][CH:16]=[C:15]([N:20]1[CH2:25][CH2:24][N:23]([CH3:27])[CH2:22][CH2:21]1)[CH:14]=2. The catalyst class is: 174. (3) Reactant: [CH2:1]=[O:2].[OH-].[Na+].[CH3:5][O:6][C:7]1[CH:8]=[C:9]([N:15]2[CH2:20][CH2:19][N:18]([C:21]([C:23]3[C:27]([C:28]4[CH:33]=[CH:32][CH:31]=[CH:30][CH:29]=4)=[CH:26][NH:25][CH:24]=3)=[O:22])[CH2:17][CH2:16]2)[CH:10]=[C:11]([O:13][CH3:14])[CH:12]=1. Product: [CH3:14][O:13][C:11]1[CH:10]=[C:9]([N:15]2[CH2:20][CH2:19][N:18]([C:21]([C:23]3[C:27]([C:28]4[CH:33]=[CH:32][CH:31]=[CH:30][CH:29]=4)=[CH:26][N:25]([CH2:1][OH:2])[CH:24]=3)=[O:22])[CH2:17][CH2:16]2)[CH:8]=[C:7]([O:6][CH3:5])[CH:12]=1. The catalyst class is: 8. (4) Reactant: [CH3:1][O:2][C:3]1[C:12]([O:13][CH3:14])=[C:11]2[C:6]([C:7]([NH:15][C@@H:16]3[CH2:20][CH2:19][O:18][CH2:17]3)=[N:8][CH:9]=[N:10]2)=[CH:5][CH:4]=1.[H-].[Na+].[CH3:23]I. Product: [CH3:1][O:2][C:3]1[C:12]([O:13][CH3:14])=[C:11]2[C:6]([C:7]([N:15]([CH3:23])[C@H:16]3[CH2:20][CH2:19][O:18][CH2:17]3)=[N:8][CH:9]=[N:10]2)=[CH:5][CH:4]=1. The catalyst class is: 1. (5) Reactant: Cl[CH2:2][CH2:3][CH2:4][C:5]([NH:7][CH2:8][C@@H:9]([NH:12][C:13](=[O:22])[O:14][CH2:15][C:16]1[CH:21]=[CH:20][CH:19]=[CH:18][CH:17]=1)[CH2:10][OH:11])=[O:6].[H-].[Na+]. Product: [OH:11][CH2:10][C@H:9]([NH:12][C:13](=[O:22])[O:14][CH2:15][C:16]1[CH:21]=[CH:20][CH:19]=[CH:18][CH:17]=1)[CH2:8][N:7]1[CH2:2][CH2:3][CH2:4][C:5]1=[O:6]. The catalyst class is: 3. (6) Reactant: [Cl:1][C:2]1[N:3]=[C:4]2[C:10](I)=[C:9]([C:12]3[CH:17]=[CH:16][C:15]([C:18]4([NH:22][C:23](=[O:29])[O:24][C:25]([CH3:28])([CH3:27])[CH3:26])[CH2:21][CH2:20][CH2:19]4)=[CH:14][CH:13]=3)[O:8][C:5]2=[N:6][CH:7]=1.[C:30]1(B(O)O)[CH:35]=[CH:34][CH:33]=[CH:32][CH:31]=1.P([O-])([O-])([O-])=O.[K+].[K+].[K+]. Product: [Cl:1][C:2]1[N:3]=[C:4]2[C:10]([C:30]3[CH:35]=[CH:34][CH:33]=[CH:32][CH:31]=3)=[C:9]([C:12]3[CH:17]=[CH:16][C:15]([C:18]4([NH:22][C:23](=[O:29])[O:24][C:25]([CH3:28])([CH3:27])[CH3:26])[CH2:21][CH2:20][CH2:19]4)=[CH:14][CH:13]=3)[O:8][C:5]2=[N:6][CH:7]=1. The catalyst class is: 128.